The task is: Predict the reaction yield, written as a fraction of the theoretical maximum amount of product (1.0 means a 100% yield; for example, 0.34 means a 34% yield).. This data is from Reaction yield outcomes from USPTO patents with 853,638 reactions. (1) The reactants are [Br:1][C:2]1[C:11]([CH2:12]Cl)=[C:10]2[C:5]([NH:6][C:7]([CH3:17])([CH3:16])[C:8](=[O:15])[N:9]2[CH3:14])=[CH:4][CH:3]=1.[F:18][C:19]1[CH:20]=[CH:21][C:22]([CH3:26])=[C:23]([OH:25])[CH:24]=1.C(=O)([O-])[O-].[K+].[K+].C(OCC)(=O)C. The catalyst is CN(C)C=O.O. The product is [Br:1][C:2]1[C:11]([CH2:12][O:25][C:23]2[CH:24]=[C:19]([F:18])[CH:20]=[CH:21][C:22]=2[CH3:26])=[C:10]2[C:5]([NH:6][C:7]([CH3:17])([CH3:16])[C:8](=[O:15])[N:9]2[CH3:14])=[CH:4][CH:3]=1. The yield is 0.920. (2) The reactants are Br[C:2]1[C:10]2[N:9]=[C:8]([C:11]3[C:12](=[O:28])[NH:13][CH:14]=[CH:15][C:16]=3[NH:17][CH2:18][C@H:19]([C:21]3[CH:26]=[CH:25][CH:24]=[C:23]([Cl:27])[CH:22]=3)[OH:20])[NH:7][C:6]=2[CH:5]=[C:4]([CH2:29][N:30]2[CH2:35][CH2:34][N:33]([CH3:36])[CH2:32][CH2:31]2)[CH:3]=1.[CH3:37][Sn](C)(C)C.[F-].[K+]. The catalyst is CN(C=O)C. The product is [Cl:27][C:23]1[CH:22]=[C:21]([C@H:19]([OH:20])[CH2:18][NH:17][C:16]2[CH:15]=[CH:14][NH:13][C:12](=[O:28])[C:11]=2[C:8]2[NH:7][C:6]3[CH:5]=[C:4]([CH2:29][N:30]4[CH2:35][CH2:34][N:33]([CH3:36])[CH2:32][CH2:31]4)[CH:3]=[C:2]([CH3:37])[C:10]=3[N:9]=2)[CH:26]=[CH:25][CH:24]=1. The yield is 0.480. (3) The reactants are [CH2:1]([O:8][C:9]1[C:17]2[N:16]=[C:15]([CH3:18])[N:14]([CH2:19][O:20][CH3:21])[C:13]=2[CH:12]=[CH:11][C:10]=1Br)[C:2]1[CH:7]=[CH:6][CH:5]=[CH:4][CH:3]=1.C1(P(C2C=CC=CC=2)C2C=CC=CC=2)C=CC=CC=1.[CH3:42][NH:43][CH3:44].[C:45](=[O:47])=O. The catalyst is O1CCCC1.C([O-])(=O)C.[Pd+2].C([O-])(=O)C. The product is [CH3:42][N:43]([CH3:44])[C:45]([C:11]1[CH:10]=[C:9]([O:8][CH2:1][C:2]2[CH:7]=[CH:6][CH:5]=[CH:4][CH:3]=2)[C:17]2[N:16]=[C:15]([CH3:18])[N:14]([CH2:19][O:20][CH3:21])[C:13]=2[CH:12]=1)=[O:47]. The yield is 0.500. (4) The reactants are C1([C@@]2(CO)CCCN2C2C=CC=CC=2)C=CC=CC=1.B([O-])([O-])[O-].C1COCC1.CS(C)=O.[C:33]([C:41]1[CH:42]=[N:43][CH:44]=[CH:45][CH:46]=1)(=[O:40])[C:34]1[CH:39]=[CH:38][CH:37]=[CH:36][CH:35]=1. The catalyst is O1CCOB1OC(C1C=CC=CC=1)(C1C=CC=CC=1)[C@@H]1CCCN1.CO. The product is [C:34]1([CH:33]([C:41]2[CH:42]=[N:43][CH:44]=[CH:45][CH:46]=2)[OH:40])[CH:35]=[CH:36][CH:37]=[CH:38][CH:39]=1. The yield is 0.830. (5) The yield is 0.940. The reactants are [Cl:1][C:2]1[C:7]([N+:8]([O-])=O)=[CH:6][C:5]([N:11]2[C:20](=[O:21])[C:15]3[CH2:16][CH2:17][CH2:18][CH2:19][C:14]=3[C:12]2=[O:13])=[C:4]([F:22])[CH:3]=1. The product is [NH2:8][C:7]1[C:2]([Cl:1])=[CH:3][C:4]([F:22])=[C:5]([N:11]2[C:20](=[O:21])[C:15]3[CH2:16][CH2:17][CH2:18][CH2:19][C:14]=3[C:12]2=[O:13])[CH:6]=1. The catalyst is C(O)(=O)C.[Fe].